Dataset: Forward reaction prediction with 1.9M reactions from USPTO patents (1976-2016). Task: Predict the product of the given reaction. Given the reactants [Sn:1](OC)([CH2:10][CH2:11][CH2:12][CH3:13])([CH2:6][CH2:7][CH2:8][CH3:9])[CH2:2][CH2:3][CH2:4][CH3:5].[CH2:16]([N:19]1[C:23](=[O:24])[C:22]2=[CH:25][CH:26]=[CH:27][CH:28]=[C:21]2[C:20]1=[O:29])[C:17]#[CH:18], predict the reaction product. The product is: [CH2:10]([Sn:1]([CH2:2][CH2:3][CH2:4][CH3:5])([CH2:6][CH2:7][CH2:8][CH3:9])[C:18]#[C:17][CH2:16][N:19]1[C:23](=[O:24])[C:22]2[C:21](=[CH:28][CH:27]=[CH:26][CH:25]=2)[C:20]1=[O:29])[CH2:11][CH2:12][CH3:13].